Dataset: Catalyst prediction with 721,799 reactions and 888 catalyst types from USPTO. Task: Predict which catalyst facilitates the given reaction. (1) Reactant: Cl[C:2]1[C:11]2[C:6](=[CH:7][CH:8]=[C:9]([S:12]([NH:15][C:16]3([CH3:20])[CH2:19][O:18][CH2:17]3)(=[O:14])=[O:13])[CH:10]=2)[N:5]=[CH:4][CH:3]=1.[S:21]1[C:25]2[CH:26]=[CH:27][C:28]([NH2:30])=[CH:29][C:24]=2[N:23]=[CH:22]1.C([O-])([O-])=O.[Cs+].[Cs+].CC1(C)C2C(=C(P(C3C=CC=CC=3)C3C=CC=CC=3)C=CC=2)OC2C(P(C3C=CC=CC=3)C3C=CC=CC=3)=CC=CC1=2.N#N. Product: [S:21]1[C:25]2[CH:26]=[CH:27][C:28]([NH:30][C:2]3[C:11]4[C:6](=[CH:7][CH:8]=[C:9]([S:12]([NH:15][C:16]5([CH3:20])[CH2:19][O:18][CH2:17]5)(=[O:14])=[O:13])[CH:10]=4)[N:5]=[CH:4][CH:3]=3)=[CH:29][C:24]=2[N:23]=[CH:22]1. The catalyst class is: 62. (2) Reactant: [CH2:1]([O:8][C:9](=[O:35])[NH:10][C@H:11]([C:16]([N:18]1[CH2:22][CH2:21][C@H:20]2[N:23]([C:27](=[O:34])[C:28]3[CH:33]=[CH:32][CH:31]=[CH:30][CH:29]=3)[CH2:24][C@H:25]([OH:26])[C@@H:19]12)=[O:17])[CH2:12][CH:13]([CH3:15])[CH3:14])[C:2]1[CH:7]=[CH:6][CH:5]=[CH:4][CH:3]=1.CC(OI1(OC(C)=O)(OC(C)=O)OC(=O)C2C=CC=CC1=2)=O. Product: [CH2:1]([O:8][C:9](=[O:35])[NH:10][C@H:11]([C:16]([N:18]1[CH2:22][CH2:21][C@H:20]2[N:23]([C:27](=[O:34])[C:28]3[CH:29]=[CH:30][CH:31]=[CH:32][CH:33]=3)[CH2:24][C:25](=[O:26])[C@@H:19]12)=[O:17])[CH2:12][CH:13]([CH3:15])[CH3:14])[C:2]1[CH:7]=[CH:6][CH:5]=[CH:4][CH:3]=1. The catalyst class is: 4. (3) Reactant: [C:1]1([C:7]2[S:11][CH:10]=[C:9]([CH:12]([C:14]3[CH:19]=[C:18]([O:20][CH3:21])[C:17]([O:22][CH3:23])=[C:16]([O:24][CH3:25])[CH:15]=3)[OH:13])[CH:8]=2)[CH:6]=[CH:5][CH:4]=[CH:3][CH:2]=1.CC(OI1(OC(C)=O)(OC(C)=O)OC(=O)C2C=CC=CC1=2)=O. Product: [C:1]1([C:7]2[S:11][CH:10]=[C:9]([C:12]([C:14]3[CH:19]=[C:18]([O:20][CH3:21])[C:17]([O:22][CH3:23])=[C:16]([O:24][CH3:25])[CH:15]=3)=[O:13])[CH:8]=2)[CH:6]=[CH:5][CH:4]=[CH:3][CH:2]=1. The catalyst class is: 2.